Dataset: Catalyst prediction with 721,799 reactions and 888 catalyst types from USPTO. Task: Predict which catalyst facilitates the given reaction. (1) Product: [F:5][C:6]1[CH:12]=[C:11]([CH3:13])[CH:10]=[CH:9][C:7]=1[N:8]=[C:1]=[S:2]. Reactant: [C:1](Cl)(Cl)=[S:2].[F:5][C:6]1[CH:12]=[C:11]([CH3:13])[CH:10]=[CH:9][C:7]=1[NH2:8].C(N(CC)CC)C.Cl. The catalyst class is: 22. (2) Reactant: [F:1][C:2]1[C:7]2[N:8]=[C:9]([C:11]3[CH:12]=[C:13]([CH:16]=[C:17](B4OC(C)(C)C(C)(C)O4)[CH:18]=3)[CH:14]=[O:15])[O:10][C:6]=2[CH:5]=[CH:4][CH:3]=1.[CH3:28][NH:29][C:30]([C:32]1[C:36]2[CH:37]=[C:38](Br)[C:39]([N:41]([S:43]([CH3:46])(=[O:45])=[O:44])[CH3:42])=[CH:40][C:35]=2[O:34][C:33]=1[C:48]1[CH:53]=[CH:52][C:51]([F:54])=[CH:50][CH:49]=1)=[O:31].[O-]P([O-])([O-])=O.[K+].[K+].[K+]. Product: [F:1][C:2]1[C:7]2[N:8]=[C:9]([C:11]3[CH:18]=[C:17]([C:38]4[C:39]([N:41]([CH3:42])[S:43]([CH3:46])(=[O:45])=[O:44])=[CH:40][C:35]5[O:34][C:33]([C:48]6[CH:53]=[CH:52][C:51]([F:54])=[CH:50][CH:49]=6)=[C:32]([C:30]([NH:29][CH3:28])=[O:31])[C:36]=5[CH:37]=4)[CH:16]=[C:13]([CH:14]=[O:15])[CH:12]=3)[O:10][C:6]=2[CH:5]=[CH:4][CH:3]=1. The catalyst class is: 151. (3) Reactant: [Cl:1][C:2]1[CH:18]=[CH:17][C:5]([CH2:6][N:7]2[C:11]([C@H:12]3[CH2:16][CH2:15][CH2:14][NH:13]3)=[N:10][CH:9]=[N:8]2)=[CH:4][CH:3]=1.CCN(C(C)C)C(C)C.[C:28](Cl)([Cl:30])=[O:29]. Product: [Cl:1][C:2]1[CH:18]=[CH:17][C:5]([CH2:6][N:7]2[C:11]([C@H:12]3[CH2:16][CH2:15][CH2:14][N:13]3[C:28]([Cl:30])=[O:29])=[N:10][CH:9]=[N:8]2)=[CH:4][CH:3]=1. The catalyst class is: 2.